This data is from Peptide-MHC class II binding affinity with 134,281 pairs from IEDB. The task is: Regression. Given a peptide amino acid sequence and an MHC pseudo amino acid sequence, predict their binding affinity value. This is MHC class II binding data. (1) The peptide sequence is YDKFLANVSPVLTGK. The MHC is DRB1_1602 with pseudo-sequence DRB1_1602. The binding affinity (normalized) is 1.00. (2) The peptide sequence is AAATLGTTVYGAFAA. The MHC is HLA-DQA10401-DQB10402 with pseudo-sequence HLA-DQA10401-DQB10402. The binding affinity (normalized) is 0.588. (3) The peptide sequence is GELQIVDKIWAAFKI. The MHC is DRB1_0701 with pseudo-sequence DRB1_0701. The binding affinity (normalized) is 0.642. (4) The peptide sequence is KGSNPNYLALLVKYVNGDGD. The MHC is HLA-DPA10201-DPB10501 with pseudo-sequence HLA-DPA10201-DPB10501. The binding affinity (normalized) is 0.560. (5) The peptide sequence is PLSWSKEIYNYMEPY. The MHC is DRB1_1201 with pseudo-sequence DRB1_1201. The binding affinity (normalized) is 0.233. (6) The peptide sequence is AFKVAQTAANAAPAN. The MHC is DRB1_0901 with pseudo-sequence DRB1_0901. The binding affinity (normalized) is 0.674.